This data is from Catalyst prediction with 721,799 reactions and 888 catalyst types from USPTO. The task is: Predict which catalyst facilitates the given reaction. (1) Reactant: [C:1]([C:3]1[CH:31]=[CH:30][CH:29]=[CH:28][C:4]=1[CH2:5][N:6]1[C:11](=[O:12])[C:10]([CH3:13])=[N:9][N:8]=[C:7]1[N:14]1[CH2:19][CH2:18][CH2:17][C@@H:16]([NH:20]C(=O)OC(C)(C)C)[CH2:15]1)#[N:2].Cl.C([O-])(O)=O.[Na+]. Product: [NH2:20][C@@H:16]1[CH2:17][CH2:18][CH2:19][N:14]([C:7]2[N:6]([CH2:5][C:4]3[CH:28]=[CH:29][CH:30]=[CH:31][C:3]=3[C:1]#[N:2])[C:11](=[O:12])[C:10]([CH3:13])=[N:9][N:8]=2)[CH2:15]1. The catalyst class is: 98. (2) Reactant: Cl[C:2]1[CH:10]=[C:9]([S:11][CH3:12])[CH:8]=[C:7]([NH:13][C:14]2[CH:15]=[C:16]([CH3:20])[CH:17]=[CH:18][CH:19]=2)[C:3]=1[C:4]([NH2:6])=[O:5].[OH2:21].[OH-].[Li+]. Product: [OH:21][C:2]1[CH:10]=[C:9]([S:11][CH3:12])[CH:8]=[C:7]([NH:13][C:14]2[CH:15]=[C:16]([CH3:20])[CH:17]=[CH:18][CH:19]=2)[C:3]=1[C:4]([NH2:6])=[O:5]. The catalyst class is: 1. (3) Reactant: [CH:1]1([N:5]2[CH2:11][CH2:10][C:9]3[S:12][C:13]([CH:15]4[CH2:20][CH2:19][NH:18][CH2:17][CH2:16]4)=[N:14][C:8]=3[CH2:7][CH2:6]2)[CH2:4][CH2:3][CH2:2]1.Br[C:22]1[CH:23]=[C:24]([C:28]#[N:29])[CH:25]=[N:26][CH:27]=1.C(=O)([O-])[O-].[Cs+].[Cs+].CC1(C)C2C=CC=C(P(C3C=CC=CC=3)C3C=CC=CC=3)C=2OC2C1=CC=CC=2P(C1C=CC=CC=1)C1C=CC=CC=1. Product: [CH:1]1([N:5]2[CH2:11][CH2:10][C:9]3[S:12][C:13]([CH:15]4[CH2:20][CH2:19][N:18]([C:22]5[CH:23]=[C:24]([C:28]#[N:29])[CH:25]=[N:26][CH:27]=5)[CH2:17][CH2:16]4)=[N:14][C:8]=3[CH2:7][CH2:6]2)[CH2:2][CH2:3][CH2:4]1. The catalyst class is: 62. (4) Reactant: [CH2:1]([OH:5])[CH2:2][CH2:3][OH:4].[C:6]([Si:10]([CH3:13])([CH3:12])Cl)([CH3:9])([CH3:8])[CH3:7].N1C=CN=C1.Cl. Product: [O:4]([CH2:3][CH2:2][CH2:1][OH:5])[Si:10]([C:6]([CH3:9])([CH3:8])[CH3:7])([CH3:13])[CH3:12]. The catalyst class is: 3. (5) Reactant: [C:1]([O:5][C:6](=[O:29])[NH:7][CH:8]([C:12]1([C:22]2[CH:27]=[CH:26][C:25]([F:28])=[CH:24][CH:23]=2)[CH2:21][CH2:20][C:15]2(OCC[O:16]2)[CH2:14][CH2:13]1)[CH2:9][CH2:10][CH3:11])([CH3:4])([CH3:3])[CH3:2].Cl.C(=O)(O)[O-].[Na+]. Product: [C:1]([O:5][C:6](=[O:29])[NH:7][CH:8]([C:12]1([C:22]2[CH:23]=[CH:24][C:25]([F:28])=[CH:26][CH:27]=2)[CH2:21][CH2:20][C:15](=[O:16])[CH2:14][CH2:13]1)[CH2:9][CH2:10][CH3:11])([CH3:2])([CH3:3])[CH3:4]. The catalyst class is: 21. (6) Product: [OH:30][CH2:29][CH:28]([NH:27][C:18](=[O:19])[C:17]1[CH:21]=[C:13]([C:12]#[C:11][C:8]2[CH:7]=[CH:6][C:5]([C:3]([NH:2][CH3:1])=[O:4])=[CH:10][CH:9]=2)[CH:14]=[CH:15][C:16]=1[O:22][C:23]([F:25])([F:24])[F:26])[CH2:31][C:32]1[C:40]2[C:35](=[C:36]([F:41])[CH:37]=[CH:38][CH:39]=2)[NH:34][N:33]=1. The catalyst class is: 251. Reactant: [CH3:1][NH:2][C:3]([C:5]1[CH:10]=[CH:9][C:8]([C:11]#[C:12][C:13]2[CH:14]=[CH:15][C:16]([O:22][C:23]([F:26])([F:25])[F:24])=[C:17]([CH:21]=2)[C:18](O)=[O:19])=[CH:7][CH:6]=1)=[O:4].[NH2:27][CH:28]([CH2:31][C:32]1[C:40]2[C:35](=[C:36]([F:41])[CH:37]=[CH:38][CH:39]=2)[NH:34][N:33]=1)[CH2:29][OH:30].CN(C(ON1N=NC2C=CC=NC1=2)=[N+](C)C)C.F[P-](F)(F)(F)(F)F.CN1CCOCC1.